From a dataset of Reaction yield outcomes from USPTO patents with 853,638 reactions. Predict the reaction yield, written as a fraction of the theoretical maximum amount of product (1.0 means a 100% yield; for example, 0.34 means a 34% yield). (1) The reactants are Cl.[F:2][C:3]1[CH:8]=[CH:7][C:6](/[CH:9]=[CH:10]/[C:11]2[CH:16]=[CH:15][C:14]([S:17]([C:20]3[CH:27]=[CH:26][CH:25]=[CH:24][C:21]=3[CH2:22][NH2:23])(=[O:19])=[O:18])=[CH:13][CH:12]=2)=[CH:5][CH:4]=1.[CH3:28][S:29](Cl)(=[O:31])=[O:30]. The catalyst is [OH-].[Na+].ClCCl. The product is [F:2][C:3]1[CH:4]=[CH:5][C:6](/[CH:9]=[CH:10]/[C:11]2[CH:16]=[CH:15][C:14]([S:17]([C:20]3[CH:27]=[CH:26][CH:25]=[CH:24][C:21]=3[CH2:22][NH:23][S:29]([CH3:28])(=[O:31])=[O:30])(=[O:19])=[O:18])=[CH:13][CH:12]=2)=[CH:7][CH:8]=1. The yield is 0.220. (2) The yield is 0.800. The reactants are [CH3:1][C:2]1[O:3][C:4]2[C:16]([CH3:17])=[C:15]([CH3:18])[C:14]([NH2:19])=[C:13]([CH3:20])[C:5]=2[C:6]=1[C:7]1[CH:12]=[CH:11][CH:10]=[CH:9][CH:8]=1.[F:21][C:22]1[CH:30]=[CH:29][C:25]([C:26](Cl)=[O:27])=[CH:24][CH:23]=1. The product is [F:21][C:22]1[CH:30]=[CH:29][C:25]([C:26]([NH:19][C:14]2[C:15]([CH3:18])=[C:16]([CH3:17])[C:4]3[O:3][C:2]([CH3:1])=[C:6]([C:7]4[CH:8]=[CH:9][CH:10]=[CH:11][CH:12]=4)[C:5]=3[C:13]=2[CH3:20])=[O:27])=[CH:24][CH:23]=1. The catalyst is C(OCC)(=O)C.CCCCCC.